This data is from NCI-60 drug combinations with 297,098 pairs across 59 cell lines. The task is: Regression. Given two drug SMILES strings and cell line genomic features, predict the synergy score measuring deviation from expected non-interaction effect. Drug 1: CC1OCC2C(O1)C(C(C(O2)OC3C4COC(=O)C4C(C5=CC6=C(C=C35)OCO6)C7=CC(=C(C(=C7)OC)O)OC)O)O. Drug 2: CC1CCC2CC(C(=CC=CC=CC(CC(C(=O)C(C(C(=CC(C(=O)CC(OC(=O)C3CCCCN3C(=O)C(=O)C1(O2)O)C(C)CC4CCC(C(C4)OC)O)C)C)O)OC)C)C)C)OC. Cell line: MDA-MB-435. Synergy scores: CSS=1.25, Synergy_ZIP=-5.53, Synergy_Bliss=-8.82, Synergy_Loewe=-9.77, Synergy_HSA=-9.51.